Dataset: NCI-60 drug combinations with 297,098 pairs across 59 cell lines. Task: Regression. Given two drug SMILES strings and cell line genomic features, predict the synergy score measuring deviation from expected non-interaction effect. (1) Drug 1: CCCCC(=O)OCC(=O)C1(CC(C2=C(C1)C(=C3C(=C2O)C(=O)C4=C(C3=O)C=CC=C4OC)O)OC5CC(C(C(O5)C)O)NC(=O)C(F)(F)F)O. Drug 2: CN(C(=O)NC(C=O)C(C(C(CO)O)O)O)N=O. Cell line: A498. Synergy scores: CSS=49.4, Synergy_ZIP=2.18, Synergy_Bliss=3.40, Synergy_Loewe=-39.5, Synergy_HSA=3.10. (2) Drug 1: CN(CC1=CN=C2C(=N1)C(=NC(=N2)N)N)C3=CC=C(C=C3)C(=O)NC(CCC(=O)O)C(=O)O. Drug 2: CS(=O)(=O)OCCCCOS(=O)(=O)C. Cell line: KM12. Synergy scores: CSS=35.4, Synergy_ZIP=-1.53, Synergy_Bliss=-2.45, Synergy_Loewe=-39.9, Synergy_HSA=-4.53.